From a dataset of Forward reaction prediction with 1.9M reactions from USPTO patents (1976-2016). Predict the product of the given reaction. (1) Given the reactants [CH3:1][O:2][C:3]1[CH:4]=[C:5]([CH:9]=[CH:10][C:11]=1[O:12][CH3:13])[CH2:6][CH2:7]O.C1(P(C2C=CC=CC=2)C2C=CC=CC=2)C=CC=CC=1.N1C=CN=C1.[I:38]I.S([O-])([O-])(=O)=S.[Na+].[Na+], predict the reaction product. The product is: [I:38][CH2:7][CH2:6][C:5]1[CH:9]=[CH:10][C:11]([O:12][CH3:13])=[C:3]([O:2][CH3:1])[CH:4]=1. (2) Given the reactants [NH:1]1[CH2:5][CH2:4][CH2:3][CH2:2]1.[CH2:6]([O:13][N:14]1[C:19](=[O:20])[C:18]2[CH:21]=[C:22]([F:26])[C:23](Cl)=[N:24][C:17]=2[N:16]([C:27]2[CH:32]=[CH:31][CH:30]=[CH:29][C:28]=2[F:33])[C:15]1=[O:34])[C:7]1[CH:12]=[CH:11][CH:10]=[CH:9][CH:8]=1.C(N(CC)CC)C, predict the reaction product. The product is: [CH2:6]([O:13][N:14]1[C:19](=[O:20])[C:18]2[CH:21]=[C:22]([F:26])[C:23]([N:1]3[CH2:5][CH2:4][CH2:3][CH2:2]3)=[N:24][C:17]=2[N:16]([C:27]2[CH:32]=[CH:31][CH:30]=[CH:29][C:28]=2[F:33])[C:15]1=[O:34])[C:7]1[CH:12]=[CH:11][CH:10]=[CH:9][CH:8]=1.